Dataset: Catalyst prediction with 721,799 reactions and 888 catalyst types from USPTO. Task: Predict which catalyst facilitates the given reaction. Reactant: C(OC([N:8]1[CH2:11][CH:10]([NH:12][C:13]2[CH:14]=[C:15]3[C:24](=[CH:25][C:26]=2[CH3:27])[O:23][CH2:22][C:21]2[N:16]3[C@@H:17]([CH3:29])[C:18](=[O:28])[NH:19][N:20]=2)[CH2:9]1)=O)(C)(C)C.[C:30]([OH:36])([C:32]([F:35])([F:34])[F:33])=[O:31]. Product: [F:33][C:32]([F:35])([F:34])[C:30]([OH:36])=[O:31].[NH:8]1[CH2:9][CH:10]([NH:12][C:13]2[CH:14]=[C:15]3[C:24](=[CH:25][C:26]=2[CH3:27])[O:23][CH2:22][C:21]2[N:16]3[C@@H:17]([CH3:29])[C:18](=[O:28])[NH:19][N:20]=2)[CH2:11]1. The catalyst class is: 2.